Dataset: NCI-60 drug combinations with 297,098 pairs across 59 cell lines. Task: Regression. Given two drug SMILES strings and cell line genomic features, predict the synergy score measuring deviation from expected non-interaction effect. (1) Drug 1: C1=CC(=C2C(=C1NCCNCCO)C(=O)C3=C(C=CC(=C3C2=O)O)O)NCCNCCO. Drug 2: CCC1=C2CN3C(=CC4=C(C3=O)COC(=O)C4(CC)O)C2=NC5=C1C=C(C=C5)O. Cell line: NCI-H522. Synergy scores: CSS=64.7, Synergy_ZIP=-8.23, Synergy_Bliss=-6.42, Synergy_Loewe=-0.382, Synergy_HSA=1.67. (2) Drug 1: CN1CCC(CC1)COC2=C(C=C3C(=C2)N=CN=C3NC4=C(C=C(C=C4)Br)F)OC. Drug 2: CN1C2=C(C=C(C=C2)N(CCCl)CCCl)N=C1CCCC(=O)O.Cl. Cell line: SK-OV-3. Synergy scores: CSS=12.9, Synergy_ZIP=-5.86, Synergy_Bliss=2.96, Synergy_Loewe=-7.90, Synergy_HSA=2.58. (3) Drug 1: CC1C(C(CC(O1)OC2CC(CC3=C2C(=C4C(=C3O)C(=O)C5=C(C4=O)C(=CC=C5)OC)O)(C(=O)C)O)N)O.Cl. Drug 2: C1CC(C1)(C(=O)O)C(=O)O.[NH2-].[NH2-].[Pt+2]. Cell line: NCI-H522. Synergy scores: CSS=31.2, Synergy_ZIP=-8.28, Synergy_Bliss=-0.898, Synergy_Loewe=2.19, Synergy_HSA=2.47. (4) Drug 1: CS(=O)(=O)C1=CC(=C(C=C1)C(=O)NC2=CC(=C(C=C2)Cl)C3=CC=CC=N3)Cl. Drug 2: CN1C(=O)N2C=NC(=C2N=N1)C(=O)N. Cell line: 786-0. Synergy scores: CSS=16.5, Synergy_ZIP=-1.06, Synergy_Bliss=4.98, Synergy_Loewe=5.56, Synergy_HSA=5.68. (5) Drug 1: C1=NNC2=C1C(=O)NC=N2. Drug 2: CCC1(C2=C(COC1=O)C(=O)N3CC4=CC5=C(C=CC(=C5CN(C)C)O)N=C4C3=C2)O.Cl. Cell line: SF-539. Synergy scores: CSS=27.0, Synergy_ZIP=1.27, Synergy_Bliss=1.45, Synergy_Loewe=-48.7, Synergy_HSA=0.948.